From a dataset of Forward reaction prediction with 1.9M reactions from USPTO patents (1976-2016). Predict the product of the given reaction. The product is: [O:20]=[C:5]1[N:4]2[C@H:7]([S:8][CH:9]([NH:10][C:11]([CH3:13])=[O:12])[C:2]([O:1][S:39]([C:38]([F:51])([F:50])[F:37])(=[O:41])=[O:40])=[C:3]2[C:21]([O:23][CH:24]([C:31]2[CH:36]=[CH:35][CH:34]=[CH:33][CH:32]=2)[C:25]2[CH:26]=[CH:27][CH:28]=[CH:29][CH:30]=2)=[O:22])[C@@H:6]1[C:14]1[CH:15]=[CH:16][CH:17]=[CH:18][CH:19]=1. Given the reactants [OH:1][C:2]1[CH:9]([NH:10][C:11]([CH3:13])=[O:12])[S:8][C@H:7]2[N:4]([C:5](=[O:20])[C@H:6]2[C:14]2[CH:19]=[CH:18][CH:17]=[CH:16][CH:15]=2)[C:3]=1[C:21]([O:23][CH:24]([C:31]1[CH:36]=[CH:35][CH:34]=[CH:33][CH:32]=1)[C:25]1[CH:30]=[CH:29][CH:28]=[CH:27][CH:26]=1)=[O:22].[F:37][C:38]([F:51])([F:50])[S:39](O[S:39]([C:38]([F:51])([F:50])[F:37])(=[O:41])=[O:40])(=[O:41])=[O:40], predict the reaction product.